The task is: Regression. Given a peptide amino acid sequence and an MHC pseudo amino acid sequence, predict their binding affinity value. This is MHC class I binding data.. This data is from Peptide-MHC class I binding affinity with 185,985 pairs from IEDB/IMGT. (1) The peptide sequence is GEHSLPRCW. The MHC is HLA-B45:01 with pseudo-sequence HLA-B45:01. The binding affinity (normalized) is 0.161. (2) The peptide sequence is SEYKAAGYL. The MHC is HLA-B39:01 with pseudo-sequence HLA-B39:01. The binding affinity (normalized) is 0.0847. (3) The peptide sequence is TTILGLLPM. The MHC is HLA-B40:01 with pseudo-sequence HLA-B40:01. The binding affinity (normalized) is 0.516.